Predict the reactants needed to synthesize the given product. From a dataset of Full USPTO retrosynthesis dataset with 1.9M reactions from patents (1976-2016). (1) Given the product [Cl:1][CH2:2][CH2:3][CH2:4][N:5]1[C:6](=[O:7])[N:13]2[CH:14]([C:29]3[CH:34]=[CH:33][CH:32]=[C:31]([OH:35])[CH:30]=3)[C:15]3[NH:16][C:17]4[C:22]([C:23]=3[CH2:24][C:12]2([CH3:36])[C:10]1=[O:11])=[CH:21][C:20]([O:25][CH:26]([F:28])[F:27])=[CH:19][CH:18]=4, predict the reactants needed to synthesize it. The reactants are: [Cl:1][CH2:2][CH2:3][CH2:4][N:5]=[C:6]=[O:7].CO[C:10]([C:12]1([CH3:36])[CH2:24][C:23]2[C:22]3[C:17](=[CH:18][CH:19]=[C:20]([O:25][CH:26]([F:28])[F:27])[CH:21]=3)[NH:16][C:15]=2[CH:14]([C:29]2[CH:34]=[CH:33][CH:32]=[C:31]([OH:35])[CH:30]=2)[NH:13]1)=[O:11]. (2) Given the product [CH:35]1[C:36]2[CH:24]([CH2:23][O:22][C:21]([N:12]3[C:8]4([CH2:13][CH2:14][N:15]([C@@H:16]([CH3:20])[C:17]([OH:19])=[O:18])[C:7]4=[O:6])[CH2:9][CH2:10][CH2:11]3)=[O:37])[C:25]3[C:30](=[CH:29][CH:28]=[CH:27][CH:26]=3)[C:31]=2[CH:32]=[CH:33][CH:34]=1, predict the reactants needed to synthesize it. The reactants are: C(=O)(O)[O-].[Na+].[O:6]=[C:7]1[N:15]([C@@H:16]([CH3:20])[C:17]([OH:19])=[O:18])[CH2:14][CH2:13][C:8]21[NH:12][CH2:11][CH2:10][CH2:9]2.[C:21](=O)([O:37]N1C(=O)CCC1=O)[O:22][CH2:23][CH:24]1[C:36]2[CH:35]=[CH:34][CH:33]=[CH:32][C:31]=2[C:30]2[C:25]1=[CH:26][CH:27]=[CH:28][CH:29]=2. (3) Given the product [I:1][C:2]1[CH:7]=[CH:6][C:5]([C:8]2[N:9]([CH3:15])[CH:10]=[C:11]([CH2:13][N:16]=[N+:17]=[N-:18])[N:12]=2)=[CH:4][CH:3]=1, predict the reactants needed to synthesize it. The reactants are: [I:1][C:2]1[CH:7]=[CH:6][C:5]([C:8]2[N:9]([CH3:15])[CH:10]=[C:11]([CH2:13]O)[N:12]=2)=[CH:4][CH:3]=1.[N-:16]=[N+:17]=[N-:18].[Na+].O.CCOC(C)=O. (4) Given the product [C:38]([C:2]1[CH:3]=[N:4][C:5]2[C:10]([C:11]=1[C:12]1[CH:17]=[CH:16][CH:15]=[CH:14][C:13]=1[O:18][CH3:19])=[CH:9][CH:8]=[C:7]([S:20]([N:23]([CH2:29][C:30]1[CH:31]=[CH:32][C:33]([O:36][CH3:37])=[CH:34][CH:35]=1)[C:24]1[S:25][CH:26]=[CH:27][N:28]=1)(=[O:21])=[O:22])[CH:6]=2)#[N:39], predict the reactants needed to synthesize it. The reactants are: Br[C:2]1[CH:3]=[N:4][C:5]2[C:10]([C:11]=1[C:12]1[CH:17]=[CH:16][CH:15]=[CH:14][C:13]=1[O:18][CH3:19])=[CH:9][CH:8]=[C:7]([S:20]([N:23]([CH2:29][C:30]1[CH:35]=[CH:34][C:33]([O:36][CH3:37])=[CH:32][CH:31]=1)[C:24]1[S:25][CH:26]=[CH:27][N:28]=1)(=[O:22])=[O:21])[CH:6]=2.[C:38]([Zn]C#N)#[N:39].